From a dataset of Full USPTO retrosynthesis dataset with 1.9M reactions from patents (1976-2016). Predict the reactants needed to synthesize the given product. (1) Given the product [F:25][CH2:26][CH2:27][CH2:28][O:29][CH2:30][CH2:31][NH:32][C:20]([C:18]1[CH:17]=[CH:16][C:13]2[N:14]([CH3:15])[C:10]([NH:9][C:7]3[S:8][C:4]4[CH:3]=[C:2]([Cl:1])[CH:24]=[CH:23][C:5]=4[N:6]=3)=[N:11][C:12]=2[CH:19]=1)=[O:22], predict the reactants needed to synthesize it. The reactants are: [Cl:1][C:2]1[CH:24]=[CH:23][C:5]2[N:6]=[C:7]([NH:9][C:10]3[N:14]([CH3:15])[C:13]4[CH:16]=[CH:17][C:18]([C:20]([OH:22])=O)=[CH:19][C:12]=4[N:11]=3)[S:8][C:4]=2[CH:3]=1.[F:25][CH2:26][CH2:27][CH2:28][O:29][CH2:30][CH2:31][NH2:32].CN(C(ON1N=NC2C=CC=CC1=2)=[N+](C)C)C.F[P-](F)(F)(F)(F)F.CCN(C(C)C)C(C)C. (2) Given the product [CH:25]1([CH2:24][NH:23][C:2]2[CH:3]=[C:4]([CH:28]=[CH:29][N:30]=2)[C:5]([NH:7][C:8]2[CH:9]=[C:10]([C:15]3[CH:20]=[CH:19][C:18]([C:21]([NH:23][CH2:24][CH:25]4[CH2:27][CH2:26]4)=[O:22])=[CH:17][CH:16]=3)[C:11]([CH3:14])=[CH:12][CH:13]=2)=[O:6])[CH2:27][CH2:26]1, predict the reactants needed to synthesize it. The reactants are: Cl[C:2]1[CH:3]=[C:4]([CH:28]=[CH:29][N:30]=1)[C:5]([NH:7][C:8]1[CH:9]=[C:10]([C:15]2[CH:20]=[CH:19][C:18]([C:21]([NH:23][CH2:24][CH:25]3[CH2:27][CH2:26]3)=[O:22])=[CH:17][CH:16]=2)[C:11]([CH3:14])=[CH:12][CH:13]=1)=[O:6].